From a dataset of Reaction yield outcomes from USPTO patents with 853,638 reactions. Predict the reaction yield, written as a fraction of the theoretical maximum amount of product (1.0 means a 100% yield; for example, 0.34 means a 34% yield). (1) The reactants are [Cl-].O[NH3+:3].[C:4](=[O:7])([O-])[OH:5].[Na+].CS(C)=O.[Br:13][C:14]1[CH:15]=[C:16]([C:22](=[O:52])[CH2:23][N:24]2[C:29](=[O:30])[C:28]3[CH:31]=[C:32]([CH2:34][CH3:35])[S:33][C:27]=3[N:26]([CH2:36][C:37]3[CH:42]=[CH:41][C:40]([C:43]4[C:44]([C:49]#[N:50])=[CH:45][CH:46]=[CH:47][CH:48]=4)=[CH:39][CH:38]=3)[C:25]2=[O:51])[CH:17]=[CH:18][C:19]=1[O:20][CH3:21]. The catalyst is C(Cl)(Cl)Cl. The product is [Br:13][C:14]1[CH:15]=[C:16]([C:22](=[O:52])[CH2:23][N:24]2[C:29](=[O:30])[C:28]3[CH:31]=[C:32]([CH2:34][CH3:35])[S:33][C:27]=3[N:26]([CH2:36][C:37]3[CH:42]=[CH:41][C:40]([C:43]4[CH:48]=[CH:47][CH:46]=[CH:45][C:44]=4[C:49]4[NH:3][C:4](=[O:7])[O:5][N:50]=4)=[CH:39][CH:38]=3)[C:25]2=[O:51])[CH:17]=[CH:18][C:19]=1[O:20][CH3:21]. The yield is 0.160. (2) The reactants are [CH2:1]([C@H:3]1[C@@H:7]([C:8]2[N:12]3[C:13]4[CH:19]=[CH:18][N:17]([S:20]([C:23]5[CH:29]=[CH:28][C:26]([CH3:27])=[CH:25][CH:24]=5)(=[O:22])=[O:21])[C:14]=4[N:15]=[CH:16][C:11]3=[N:10][N:9]=2)[CH2:6][C@@H:5]([NH2:30])[CH2:4]1)[CH3:2].CCO.CCN(C(C)C)C(C)C.Cl[C:44]1[S:45][C:46]([C:49]#[N:50])=[CH:47][N:48]=1. The catalyst is C(Cl)Cl. The product is [CH2:1]([C@H:3]1[C@@H:7]([C:8]2[N:12]3[C:13]4[CH:19]=[CH:18][N:17]([S:20]([C:23]5[CH:24]=[CH:25][C:26]([CH3:27])=[CH:28][CH:29]=5)(=[O:22])=[O:21])[C:14]=4[N:15]=[CH:16][C:11]3=[N:10][N:9]=2)[CH2:6][C@@H:5]([NH:30][C:44]2[S:45][C:46]([C:49]#[N:50])=[CH:47][N:48]=2)[CH2:4]1)[CH3:2]. The yield is 0.840. (3) The reactants are [NH2:1][C:2]1[CH:3]=[C:4]([C:8]2[CH:15]=[CH:14][C:11]([C:12]#[N:13])=[C:10]([Cl:16])[CH:9]=2)[CH:5]=[N:6][CH:7]=1.[F:17][C:18]([F:30])([F:29])[C:19]1[CH:24]=[CH:23][C:22]([S:25](Cl)(=[O:27])=[O:26])=[CH:21][CH:20]=1. The catalyst is N1C=CC=CC=1. The product is [Cl:16][C:10]1[CH:9]=[C:8]([C:4]2[CH:3]=[C:2]([NH:1][S:25]([C:22]3[CH:21]=[CH:20][C:19]([C:18]([F:17])([F:29])[F:30])=[CH:24][CH:23]=3)(=[O:27])=[O:26])[CH:7]=[N:6][CH:5]=2)[CH:15]=[CH:14][C:11]=1[C:12]#[N:13]. The yield is 0.400.